Dataset: NCI-60 drug combinations with 297,098 pairs across 59 cell lines. Task: Regression. Given two drug SMILES strings and cell line genomic features, predict the synergy score measuring deviation from expected non-interaction effect. (1) Drug 1: CC12CCC3C(C1CCC2O)C(CC4=C3C=CC(=C4)O)CCCCCCCCCS(=O)CCCC(C(F)(F)F)(F)F. Drug 2: C1=CN(C=N1)CC(O)(P(=O)(O)O)P(=O)(O)O. Cell line: SK-MEL-2. Synergy scores: CSS=-12.0, Synergy_ZIP=4.97, Synergy_Bliss=-0.523, Synergy_Loewe=-10.6, Synergy_HSA=-11.0. (2) Drug 1: CC1=C(C(CCC1)(C)C)C=CC(=CC=CC(=CC(=O)O)C)C. Drug 2: CC1CCC2CC(C(=CC=CC=CC(CC(C(=O)C(C(C(=CC(C(=O)CC(OC(=O)C3CCCCN3C(=O)C(=O)C1(O2)O)C(C)CC4CCC(C(C4)OC)OCCO)C)C)O)OC)C)C)C)OC. Cell line: NCI/ADR-RES. Synergy scores: CSS=-3.04, Synergy_ZIP=4.38, Synergy_Bliss=5.85, Synergy_Loewe=-3.00, Synergy_HSA=-2.36.